Dataset: Catalyst prediction with 721,799 reactions and 888 catalyst types from USPTO. Task: Predict which catalyst facilitates the given reaction. Reactant: [CH:1]1[CH:2]=[CH:3][N:4]2[CH2:10][C:9]3[CH:11]=[CH:12][CH:13]=[CH:14][C:8]=3[N:7]([C:15]([C:17]3[CH:22]=[CH:21][C:20]([C:23]4[CH:28]=[CH:27][CH:26]=[CH:25][C:24]=4[CH3:29])=[C:19]([CH3:30])[CH:18]=3)=[O:16])[CH2:6][C:5]=12.C(N(CC)CC)C.[Cl:38][C:39]([Cl:44])([Cl:43])[C:40](Cl)=[O:41].C(OCC)(=O)C.CCCCCC. Product: [Cl:38][C:39]([Cl:44])([Cl:43])[C:40]([C:3]1[N:4]2[C:5]([CH2:6][N:7]([C:15]([C:17]3[CH:22]=[CH:21][C:20]([C:23]4[CH:28]=[CH:27][CH:26]=[CH:25][C:24]=4[CH3:29])=[C:19]([CH3:30])[CH:18]=3)=[O:16])[C:8]3[CH:14]=[CH:13][CH:12]=[CH:11][C:9]=3[CH2:10]2)=[CH:1][CH:2]=1)=[O:41]. The catalyst class is: 4.